This data is from Reaction yield outcomes from USPTO patents with 853,638 reactions. The task is: Predict the reaction yield, written as a fraction of the theoretical maximum amount of product (1.0 means a 100% yield; for example, 0.34 means a 34% yield). (1) The catalyst is C(Cl)Cl.O1CCOCC1.CO. The reactants are C(OC([NH:8][C:9]1[N:14]=[C:13]([CH2:15][CH2:16][O:17][C:18]2[CH:40]=[CH:39][C:21]([CH2:22][C@@H:23]([C:35]([O:37][CH3:38])=[O:36])[NH:24][C:25]([C:27]3[C:32]([Cl:33])=[CH:31][CH:30]=[CH:29][C:28]=3[Cl:34])=[O:26])=[CH:20][CH:19]=2)[CH:12]=[CH:11][CH:10]=1)=O)(C)(C)C.Cl.N. The product is [NH2:8][C:9]1[N:14]=[C:13]([CH2:15][CH2:16][O:17][C:18]2[CH:19]=[CH:20][C:21]([CH2:22][C@@H:23]([C:35]([O:37][CH3:38])=[O:36])[NH:24][C:25]([C:27]3[C:28]([Cl:34])=[CH:29][CH:30]=[CH:31][C:32]=3[Cl:33])=[O:26])=[CH:39][CH:40]=2)[CH:12]=[CH:11][CH:10]=1. The yield is 0.620. (2) The reactants are [CH2:1]([C:3]1[N:12]=[C:11]2[C:6]([C:7](O)=[CH:8][CH:9]=[N:10]2)=[CH:5][CH:4]=1)[CH3:2].O=P(Cl)(Cl)[Cl:16]. No catalyst specified. The product is [Cl:16][C:7]1[CH:8]=[CH:9][N:10]=[C:11]2[C:6]=1[CH:5]=[CH:4][C:3]([CH2:1][CH3:2])=[N:12]2. The yield is 0.830.